From a dataset of Forward reaction prediction with 1.9M reactions from USPTO patents (1976-2016). Predict the product of the given reaction. (1) Given the reactants [Cl:1][C:2]1[CH:7]=[CH:6][C:5]([CH:8]([C:26]2[CH:31]=[CH:30][C:29]([Cl:32])=[CH:28][CH:27]=2)[C:9]2[CH:10]=[C:11]3[C:16](=[CH:17][CH:18]=2)[N:15]=[CH:14][N:13]=[C:12]3[NH:19][CH:20]2[CH2:25][CH2:24][NH:23][CH2:22][CH2:21]2)=[CH:4][CH:3]=1.[C:33]1([CH2:39][CH:40]=O)[CH:38]=[CH:37][CH:36]=[CH:35][CH:34]=1.CO.[BH3-]C#N.[Na+], predict the reaction product. The product is: [Cl:1][C:2]1[CH:7]=[CH:6][C:5]([CH:8]([C:26]2[CH:27]=[CH:28][C:29]([Cl:32])=[CH:30][CH:31]=2)[C:9]2[CH:10]=[C:11]3[C:16](=[CH:17][CH:18]=2)[N:15]=[CH:14][N:13]=[C:12]3[NH:19][CH:20]2[CH2:21][CH2:22][N:23]([CH2:40][CH2:39][C:33]3[CH:38]=[CH:37][CH:36]=[CH:35][CH:34]=3)[CH2:24][CH2:25]2)=[CH:4][CH:3]=1. (2) Given the reactants [CH3:1][O:2]/[N:3]=[C:4](/[C:15]1[CH:20]=[CH:19][CH:18]=[CH:17][CH:16]=1)\[CH2:5][O:6][C:7]1[CH:12]=[CH:11][C:10]([CH2:13][OH:14])=[CH:9][CH:8]=1.[C:21]([C:23]([C:31]1[CH:36]=[CH:35][C:34](O)=[CH:33][CH:32]=1)([CH3:30])[CH2:24][C:25]([O:27]CC)=[O:26])#[N:22], predict the reaction product. The product is: [C:21]([C:23]([C:31]1[CH:36]=[CH:35][C:34]([O:14][CH2:13][C:10]2[CH:11]=[CH:12][C:7]([O:6][CH2:5]/[C:4](=[N:3]\[O:2][CH3:1])/[C:15]3[CH:20]=[CH:19][CH:18]=[CH:17][CH:16]=3)=[CH:8][CH:9]=2)=[CH:33][CH:32]=1)([CH3:30])[CH2:24][C:25]([OH:27])=[O:26])#[N:22].